This data is from Catalyst prediction with 721,799 reactions and 888 catalyst types from USPTO. The task is: Predict which catalyst facilitates the given reaction. (1) Reactant: [C:1]([OH:6])(=[O:5])[C:2]#[C:3][CH3:4].[CH:7]1[C:19]2[CH:18]([CH2:20]O)[C:17]3[C:12](=[CH:13][CH:14]=[CH:15][CH:16]=3)[C:11]=2[CH:10]=[CH:9][CH:8]=1.C1(C)C=CC(S(O)(=O)=O)=CC=1.CN(C1C=CC=CN=1)C.C1(N=C=NC2CCCCC2)CCCCC1. Product: [C:1]([O:6][CH2:20][CH:18]1[C:19]2[CH:7]=[CH:8][CH:9]=[CH:10][C:11]=2[C:12]2[C:17]1=[CH:16][CH:15]=[CH:14][CH:13]=2)(=[O:5])[C:2]#[C:3][CH3:4]. The catalyst class is: 4. (2) The catalyst class is: 64. Product: [C:63]([C:62]1[C:52]([N:49]2[CH2:48][CH2:47][CH:46]([S:43]([NH:42][C:8](=[O:10])[CH2:7][C:1]3[CH:2]=[CH:3][CH:4]=[CH:5][CH:6]=3)(=[O:44])=[O:45])[CH2:51][CH2:50]2)=[N:53][C:54]([CH3:65])=[C:55]([CH:61]=1)[C:56]([O:58][CH2:59][CH3:60])=[O:57])#[N:64]. Reactant: [C:1]1([CH2:7][C:8]([OH:10])=O)[CH:6]=[CH:5][CH:4]=[CH:3][CH:2]=1.CN(C(ON1N=NC2C=CC=CC1=2)=[N+](C)C)C.[B-](F)(F)(F)F.CCN(C(C)C)C(C)C.[NH2:42][S:43]([CH:46]1[CH2:51][CH2:50][N:49]([C:52]2[C:62]([C:63]#[N:64])=[CH:61][C:55]([C:56]([O:58][CH2:59][CH3:60])=[O:57])=[C:54]([CH3:65])[N:53]=2)[CH2:48][CH2:47]1)(=[O:45])=[O:44].C([O-])(O)=O.[Na+]. (3) Reactant: [Cl:1][C:2]1[CH:3]=[C:4]2[N:28](S(C3C=CC(C)=CC=3)(=O)=O)[CH:27]=[CH:26][C:5]2=[N:6][C:7]=1[CH:8]([NH:10][C:11]1[N:16]=[C:15]([NH:17][C:18]2[CH:22]=[C:21]([CH:23]3[CH2:25][CH2:24]3)[NH:20][N:19]=2)[CH:14]=[CH:13][N:12]=1)[CH3:9].[OH-].[K+]. Product: [Cl:1][C:2]1[CH:3]=[C:4]2[NH:28][CH:27]=[CH:26][C:5]2=[N:6][C:7]=1[CH:8]([NH:10][C:11]1[N:16]=[C:15]([NH:17][C:18]2[CH:22]=[C:21]([CH:23]3[CH2:24][CH2:25]3)[NH:20][N:19]=2)[CH:14]=[CH:13][N:12]=1)[CH3:9]. The catalyst class is: 5. (4) Reactant: [CH3:1][N:2]1[C:10]2[C:5](=[C:6]([CH3:11])[CH:7]=[CH:8][CH:9]=2)[C:4]([CH2:12][N:13]([CH3:15])[CH3:14])=[CH:3]1.[CH3:16][I:17]. Product: [I-:17].[CH3:1][N:2]1[C:10]2[C:5](=[C:6]([CH3:11])[CH:7]=[CH:8][CH:9]=2)[C:4]([CH2:12][N+:13]([CH3:16])([CH3:14])[CH3:15])=[CH:3]1. The catalyst class is: 8. (5) Reactant: [F:1][C:2]1[C:8]2[C:9](=O)[CH2:10][CH2:11][CH2:12][C:7]=2[CH2:6]C=C(C(N)=O)C=1.C[C:18]([CH3:21])([O-:20])[CH3:19].[Li+].[C:23]([O:26][C@@H:27]([CH2:30][NH:31][C:32](=[O:34])[CH3:33])[CH2:28]Cl)(=[O:25])C.[Cl-].[NH4+:36]. Product: [F:1][C:2]1[C:21]2[C:18](=[O:20])[CH2:19][CH2:6][CH2:7][CH2:12][C:11]=2[CH:10]=[C:9]([N:36]2[CH2:28][C@H:27]([CH2:30][NH:31][C:32](=[O:34])[CH3:33])[O:26][C:23]2=[O:25])[CH:8]=1. The catalyst class is: 656. (6) Reactant: [OH:1][C:2]1[CH:7]=[C:6]([N+:8]([O-:10])=[O:9])[CH:5]=[CH:4][C:3]=1[CH2:11][CH2:12][C:13]([N:15]1[CH2:19][CH2:18][CH2:17][CH2:16]1)=[O:14].[C:20](=O)([O-])[O-].[K+].[K+].IC. Product: [CH3:20][O:1][C:2]1[CH:7]=[C:6]([N+:8]([O-:10])=[O:9])[CH:5]=[CH:4][C:3]=1[CH2:11][CH2:12][C:13]([N:15]1[CH2:16][CH2:17][CH2:18][CH2:19]1)=[O:14]. The catalyst class is: 9. (7) Reactant: [C:1]1(=O)[CH2:6][CH2:5][CH2:4][CH2:3][CH2:2]1.[CH3:8][N:9]([CH3:11])[NH2:10].O.C1(C)C=CC(S(O)(=O)=O)=CC=1. Product: [C:1]1(=[N:10][N:9]([CH3:11])[CH3:8])[CH2:6][CH2:5][CH2:4][CH2:3][CH2:2]1. The catalyst class is: 8.